Dataset: Experimentally validated miRNA-target interactions with 360,000+ pairs, plus equal number of negative samples. Task: Binary Classification. Given a miRNA mature sequence and a target amino acid sequence, predict their likelihood of interaction. (1) The miRNA is hsa-miR-451b with sequence UAGCAAGAGAACCAUUACCAUU. The protein sequence of the target gene is MMNHTTSEYYDYEYDHEHYSDLPDVPVDCPAGTCFTSDVYLIVLLVLYAAVFLVGVPGNTLVAWVTWKESRHRLGASWFLHLTMADLLCCVSLPFLAVPIAQKGHWPYGAAGCWLLSSITILSMYASVLLLTGLSGDLFLLAFRPSWKGADHRTFGVRVVQASSWMLGLLLTVPSAVYRRLLQEHYPPRLVCGIDYGGSVSAEVAITTVRFLFGFLGPLVFMAGCHGILQRQMARRHWPLGTAVVVGFFICWTPYHVLRVIIAAAPPHSLLLARVLEAEPLFNGLALAHSALNPIMFLYF.... Result: 0 (no interaction). (2) The miRNA is mmu-miR-5135 with sequence AGGUCUAGGUGGCAAGGGCGUCCU. The protein sequence of the target gene is MSKPPPKPVKPGQVKVFRALYTFEPRTPDELYFEEGDIIYITDMSDTSWWKGTCKGRTGLIPSNYVAEQAESIDNPLHEAAKRGNLSWLRECLDNRVGVNGLDKAGSTALYWACHGGHKDIVEVLFTQPNVELNQQNKLGDTALHAAAWKGYADIVQLLLAKGARTDLRNNEKKLALDMATNAACASLLKKKQQGTDGARTLSNAEDYLDDEDSD. Result: 1 (interaction). (3) The miRNA is hsa-miR-4639-3p with sequence UCACUCUCACCUUGCUUUGC. The protein sequence of the target gene is MGSLSSRVLRQPRPALAQQAQGARAGGSARRPDTGDDAAGHGFCYCAGSHKRKRSSGSFCYCHPDSETDEDEEEGDEQQRLLNTPRRKKLKSTSKYIYQTLFLNGENSDIKICALGEEWSLHKIYLCQSGYFSSMFSGSWKESSMNIIELEIPDQNIDVEALQVAFGSLYRDDVLIKPSRVVAILAAACLLQLDGLIQQCGETMKETVNVKTVCGYYTSAGTYGLDSVKKKCLEWLLNNLMTHQNVELFKELSINVMKQLIGSSNLFVMQVEMDIYTALKKWMFLQLVPSWNGSLKQLLT.... Result: 1 (interaction).